From a dataset of Catalyst prediction with 721,799 reactions and 888 catalyst types from USPTO. Predict which catalyst facilitates the given reaction. Reactant: [C:1]([C:3]1[CH:23]=[CH:22][C:6]([NH:7][C:8]2[C:9]([C:15]([NH:17][CH2:18][CH2:19][CH2:20][OH:21])=[O:16])=[CH:10][NH:11][C:12](=[O:14])[CH:13]=2)=[C:5]([F:24])[CH:4]=1)#[CH:2]. Product: [CH2:1]([C:3]1[CH:23]=[CH:22][C:6]([NH:7][C:8]2[C:9]([C:15]([NH:17][CH2:18][CH2:19][CH2:20][OH:21])=[O:16])=[CH:10][NH:11][C:12](=[O:14])[CH:13]=2)=[C:5]([F:24])[CH:4]=1)[CH3:2]. The catalyst class is: 403.